This data is from Full USPTO retrosynthesis dataset with 1.9M reactions from patents (1976-2016). The task is: Predict the reactants needed to synthesize the given product. (1) Given the product [Cl:2][C:3]1[CH:4]=[C:5]([N:10]2[C:18](=[O:19])[CH2:17][C:12]([CH:13]([CH3:15])[CH3:14])=[N:11]2)[CH:6]=[C:7]([Cl:9])[CH:8]=1, predict the reactants needed to synthesize it. The reactants are: Cl.[Cl:2][C:3]1[CH:4]=[C:5]([NH:10][NH2:11])[CH:6]=[C:7]([Cl:9])[CH:8]=1.[C:12]([CH2:17][C:18](OCC)=[O:19])(=O)[CH:13]([CH3:15])[CH3:14]. (2) Given the product [N+:10]([C:7]1[CH:8]=[CH:9][C:4]([C:3]([NH:15][NH2:16])=[O:2])=[CH:5][CH:6]=1)([O-:12])=[O:11], predict the reactants needed to synthesize it. The reactants are: C[O:2][C:3](=O)[C:4]1[CH:9]=[CH:8][C:7]([N+:10]([O-:12])=[O:11])=[CH:6][CH:5]=1.O.[NH2:15][NH2:16]. (3) The reactants are: [CH:1]1([N:7]2[CH2:11][CH2:10][CH:9]([CH2:12][C:13]3[CH:22]=[CH:21][C:20]4[C:15](=[CH:16][CH:17]=[C:18]([OH:23])[CH:19]=4)[CH:14]=3)[C:8]2=[O:24])[CH2:6][CH2:5][CH2:4][CH2:3][CH2:2]1.C([O-])([O-])=O.[K+].[K+].C([O-])([O-])=O.[Cs+].[Cs+].Cl.[Cl:38][CH2:39][CH2:40][N:41]([CH3:43])[CH3:42].Cl.CCOCC. Given the product [ClH:38].[CH:1]1([N:7]2[CH2:11][CH2:10][CH:9]([CH2:12][C:13]3[CH:22]=[CH:21][C:20]4[C:15](=[CH:16][CH:17]=[C:18]([O:23][CH2:39][CH2:40][N:41]([CH3:43])[CH3:42])[CH:19]=4)[CH:14]=3)[C:8]2=[O:24])[CH2:2][CH2:3][CH2:4][CH2:5][CH2:6]1, predict the reactants needed to synthesize it. (4) Given the product [C:1]([Si:5]([CH3:14])([CH3:13])[O:6][CH:7]1[CH2:11][CH2:10][CH:9]([O:12][C:16]2[C:21]([I:22])=[CH:20][CH:19]=[CH:18][N:17]=2)[CH2:8]1)([CH3:4])([CH3:3])[CH3:2], predict the reactants needed to synthesize it. The reactants are: [C:1]([Si:5]([CH3:14])([CH3:13])[O:6][CH:7]1[CH2:11][CH2:10][CH:9]([OH:12])[CH2:8]1)([CH3:4])([CH3:3])[CH3:2].F[C:16]1[C:21]([I:22])=[CH:20][CH:19]=[CH:18][N:17]=1.